From a dataset of NCI-60 drug combinations with 297,098 pairs across 59 cell lines. Regression. Given two drug SMILES strings and cell line genomic features, predict the synergy score measuring deviation from expected non-interaction effect. Drug 1: C1=CC=C(C(=C1)C(C2=CC=C(C=C2)Cl)C(Cl)Cl)Cl. Drug 2: CC(C)CN1C=NC2=C1C3=CC=CC=C3N=C2N. Cell line: RXF 393. Synergy scores: CSS=-3.04, Synergy_ZIP=3.78, Synergy_Bliss=4.25, Synergy_Loewe=0.809, Synergy_HSA=-0.841.